Dataset: HIV replication inhibition screening data with 41,000+ compounds from the AIDS Antiviral Screen. Task: Binary Classification. Given a drug SMILES string, predict its activity (active/inactive) in a high-throughput screening assay against a specified biological target. (1) The molecule is O=C(Cc1ccccc1)NN1C(=O)C(=Cc2ccc(O)cc2)SC1=Nc1ccccc1. The result is 0 (inactive). (2) The compound is COc1ccc(C(c2ccc(C(C)C)cc(=O)c2O)c2c(O)cc3oc(-c4ccccc4)cc(=O)c3c2O)cc1. The result is 0 (inactive). (3) The drug is Cc1ccc(S(=O)(=O)C2=c3nc4ccccc4cc3=C3C(=O)c4ccccc4C(=O)C32)cc1. The result is 0 (inactive). (4) The molecule is N=C(N)CCNC(=O)c1c[nH]c2nc(N)nc(O)c12. The result is 0 (inactive). (5) The compound is ON=C(CC(O)(C(F)(F)F)C(F)(F)F)c1cccc(Cl)c1. The result is 0 (inactive). (6) The molecule is Cc1cc(NS(=O)(=O)c2ccc(NC(=O)c3ccc4nc5ccccc5c(Nc5ccc(S(N)(=O)=O)cc5)c4c3)cc2)no1. The result is 0 (inactive). (7) The result is 1 (active). The compound is Cl.NNc1ncnc2c1ncn2C1OC(CO)CC1F. (8) The result is 1 (active). The molecule is CCCCCCCCCCCCCCCC(=O)Nc1ccn(C2CCC(COP(=O)(O)OCC(COP(=O)(O)OCC3OC(n4cc(C)c(=O)[nH]c4=O)CC3N=[N+]=[N-])OC(=O)CCCCCCCCCCCCCCC)O2)c(=O)n1.